Regression. Given two drug SMILES strings and cell line genomic features, predict the synergy score measuring deviation from expected non-interaction effect. From a dataset of NCI-60 drug combinations with 297,098 pairs across 59 cell lines. (1) Drug 1: CC(C1=C(C=CC(=C1Cl)F)Cl)OC2=C(N=CC(=C2)C3=CN(N=C3)C4CCNCC4)N. Drug 2: C1=NNC2=C1C(=O)NC=N2. Cell line: SN12C. Synergy scores: CSS=4.69, Synergy_ZIP=-1.90, Synergy_Bliss=-1.84, Synergy_Loewe=-22.8, Synergy_HSA=-2.19. (2) Drug 1: C1=NC2=C(N=C(N=C2N1C3C(C(C(O3)CO)O)O)F)N. Drug 2: C1=CC=C(C(=C1)C(C2=CC=C(C=C2)Cl)C(Cl)Cl)Cl. Cell line: OVCAR-8. Synergy scores: CSS=27.9, Synergy_ZIP=-0.0712, Synergy_Bliss=2.09, Synergy_Loewe=-34.3, Synergy_HSA=1.21.